Dataset: Full USPTO retrosynthesis dataset with 1.9M reactions from patents (1976-2016). Task: Predict the reactants needed to synthesize the given product. (1) The reactants are: [OH:1][C@@H:2]([C@H:4]1[C:24](=[O:25])[N:6]2[C@@H:7]([C:11]([O:13][CH2:14][C:15]3[CH:20]=[CH:19][C:18]([N+:21]([O-:23])=[O:22])=[CH:17][CH:16]=3)=[O:12])[C:8](=O)[CH2:9][C@H:5]12)[CH3:3].[N:26]1[CH:31]=[CH:30][CH:29]=[C:28]([C:32]([C:34]2[N:35]=[CH:36][N:37]3[CH:41]=[C:40]([Sn](CCCC)(CCCC)CCCC)[S:39][C:38]=23)=[O:33])[CH:27]=1. Given the product [OH:1][C@@H:2]([C@H:4]1[C:24](=[O:25])[N:6]2[C:7]([C:11]([O:13][CH2:14][C:15]3[CH:20]=[CH:19][C:18]([N+:21]([O-:23])=[O:22])=[CH:17][CH:16]=3)=[O:12])=[C:8]([C:40]3[S:39][C:38]4=[C:34]([C:32]([C:28]5[CH:27]=[N:26][CH:31]=[CH:30][CH:29]=5)=[O:33])[N:35]=[CH:36][N:37]4[CH:41]=3)[CH2:9][C@H:5]12)[CH3:3], predict the reactants needed to synthesize it. (2) Given the product [CH:36]1([C:39]2[C:47]3[C:42](=[CH:43][CH:44]=[CH:45][C:46]=3[NH:48][C:20]([C:17]3[N:14]4[CH:15]=[CH:16][C:11]([O:10][CH2:9][CH2:8][N:5]5[CH2:6][CH2:7][N:2]([CH3:1])[CH2:3][CH2:4]5)=[CH:12][C:13]4=[N:19][CH:18]=3)=[O:22])[N:41]([CH2:49][C:50]3[CH:54]=[CH:53][N:52]([CH:55]([CH3:57])[CH3:56])[N:51]=3)[N:40]=2)[CH2:37][CH2:38]1, predict the reactants needed to synthesize it. The reactants are: [CH3:1][N:2]1[CH2:7][CH2:6][N:5]([CH2:8][CH2:9][O:10][C:11]2[CH:16]=[CH:15][N:14]3[C:17]([C:20]([O-:22])=O)=[CH:18][N:19]=[C:13]3[CH:12]=2)[CH2:4][CH2:3]1.[Li+].ClC1C=C(Cl)C=C(Cl)C=1C(Cl)=O.[CH:36]1([C:39]2[C:47]3[C:46]([NH2:48])=[CH:45][CH:44]=[CH:43][C:42]=3[N:41]([CH2:49][C:50]3[CH:54]=[CH:53][N:52]([CH:55]([CH3:57])[CH3:56])[N:51]=3)[N:40]=2)[CH2:38][CH2:37]1.[OH-].[Na+]. (3) Given the product [Cl:20][C:15]1[CH:14]=[C:13]([CH:18]=[CH:17][C:16]=1[O:19][C:2]1[C:3]2[N:10]([CH3:11])[CH:9]=[CH:8][C:4]=2[N:5]=[CH:6][N:7]=1)[NH2:12], predict the reactants needed to synthesize it. The reactants are: Cl[C:2]1[C:3]2[N:10]([CH3:11])[CH:9]=[CH:8][C:4]=2[N:5]=[CH:6][N:7]=1.[NH2:12][C:13]1[CH:18]=[CH:17][C:16]([OH:19])=[C:15]([Cl:20])[CH:14]=1.C(=O)([O-])[O-].[K+].[K+]. (4) Given the product [CH2:1]([O:3][C:4](=[O:32])[C:5]1[CH:10]=[CH:9][C:8]([N:11]2[CH:15]=[C:14]([C:16]3[CH:21]=[CH:20][C:19]([Cl:22])=[CH:18][C:17]=3[Cl:23])[N:13]=[C:12]2[CH2:24][C:25]2[CH:30]=[CH:29][C:28]([C:41]3[CH:40]=[CH:39][CH:38]=[C:37]([S:34]([CH3:33])(=[O:36])=[O:35])[CH:42]=3)=[CH:27][CH:26]=2)=[CH:7][CH:6]=1)[CH3:2], predict the reactants needed to synthesize it. The reactants are: [CH2:1]([O:3][C:4](=[O:32])[C:5]1[CH:10]=[CH:9][C:8]([N:11]2[CH:15]=[C:14]([C:16]3[CH:21]=[CH:20][C:19]([Cl:22])=[CH:18][C:17]=3[Cl:23])[N:13]=[C:12]2[CH2:24][C:25]2[CH:30]=[CH:29][C:28](Br)=[CH:27][CH:26]=2)=[CH:7][CH:6]=1)[CH3:2].[CH3:33][S:34]([C:37]1[CH:38]=[C:39](B(O)O)[CH:40]=[CH:41][CH:42]=1)(=[O:36])=[O:35].